Dataset: Catalyst prediction with 721,799 reactions and 888 catalyst types from USPTO. Task: Predict which catalyst facilitates the given reaction. (1) Reactant: ON1C(=O)CCC1=O.C[O:10][CH:11]=[CH:12][C:13](O)=O.Cl.[Cl:17][C:18]1[CH:23]=[CH:22][CH:21]=[CH:20][C:19]=1[NH:24][NH2:25].[OH-].[Na+].Cl. Product: [Cl:17][C:18]1[CH:23]=[CH:22][CH:21]=[CH:20][C:19]=1[N:24]1[CH:13]=[CH:12][C:11]([OH:10])=[N:25]1. The catalyst class is: 127. (2) Reactant: [S:1]1[C:5]([CH2:6][NH:7][C:8]2[CH:13]=[C:12](Cl)[N:11]=[C:10]([CH3:15])[N:9]=2)=[CH:4][C:3]2[CH:16]=[CH:17][CH:18]=[CH:19][C:2]1=2.[C:20]([C:23]([C:26]1[CH:27]=[C:28](B(O)O)[CH:29]=[CH:30][CH:31]=1)([CH3:25])[CH3:24])([OH:22])=[O:21].C([O-])([O-])=O.[Cs+].[Cs+]. Product: [S:1]1[C:5]([CH2:6][NH:7][C:8]2[N:9]=[C:10]([CH3:15])[N:11]=[C:12]([C:28]3[CH:27]=[C:26]([C:23]([CH3:25])([CH3:24])[C:20]([OH:22])=[O:21])[CH:31]=[CH:30][CH:29]=3)[CH:13]=2)=[CH:4][C:3]2[CH:16]=[CH:17][CH:18]=[CH:19][C:2]1=2. The catalyst class is: 108. (3) Reactant: [Br:1][C:2]1[CH:7]=[CH:6][C:5]([CH:8](Cl)[C:9]2[CH:14]=[CH:13][CH:12]=[CH:11][C:10]=2[F:15])=[CH:4][CH:3]=1.C[Si]([C:21]#[N:22])(C)C.C([O-])([O-])=O.[Na+].[Na+]. Product: [Br:1][C:2]1[CH:7]=[CH:6][C:5]([CH:8]([C:9]2[CH:14]=[CH:13][CH:12]=[CH:11][C:10]=2[F:15])[C:21]#[N:22])=[CH:4][CH:3]=1. The catalyst class is: 528. (4) Reactant: [NH2:1][C:2]1[C:10]2[C:5](=[CH:6][CH:7]=[C:8]([NH2:11])[CH:9]=2)[NH:4][N:3]=1.N1C=CC=CC=1.[F:18][C:19]1[CH:20]=[C:21]([S:26](Cl)(=[O:28])=[O:27])[CH:22]=[C:23]([F:25])[CH:24]=1. Product: [NH2:1][C:2]1[C:10]2[C:5](=[CH:6][CH:7]=[C:8]([NH:11][S:26]([C:21]3[CH:20]=[C:19]([F:18])[CH:24]=[C:23]([F:25])[CH:22]=3)(=[O:28])=[O:27])[CH:9]=2)[NH:4][N:3]=1. The catalyst class is: 7.